Dataset: Peptide-MHC class II binding affinity with 134,281 pairs from IEDB. Task: Regression. Given a peptide amino acid sequence and an MHC pseudo amino acid sequence, predict their binding affinity value. This is MHC class II binding data. The peptide sequence is ARNLVPMVATVQGQN. The MHC is DRB1_0401 with pseudo-sequence DRB1_0401. The binding affinity (normalized) is 0.580.